This data is from Reaction yield outcomes from USPTO patents with 853,638 reactions. The task is: Predict the reaction yield, written as a fraction of the theoretical maximum amount of product (1.0 means a 100% yield; for example, 0.34 means a 34% yield). (1) The reactants are COCCOC.[C:7]([C:15]1[CH:20]=[CH:19][CH:18]=[CH:17][C:16]=1[S:21][CH2:22][CH:23]([CH2:26][CH3:27])[CH:24]=O)(=O)[C:8]1[CH:13]=[CH:12][CH:11]=[CH:10][CH:9]=1. The catalyst is [Zn].O. The product is [CH2:26]([CH:23]1[CH:24]=[C:7]([C:8]2[CH:13]=[CH:12][CH:11]=[CH:10][CH:9]=2)[C:15]2[CH:20]=[CH:19][CH:18]=[CH:17][C:16]=2[S:21][CH2:22]1)[CH3:27]. The yield is 0.770. (2) The reactants are [C:1]([CH2:8][N:9]1[CH2:22][CH2:21][CH2:20][NH:19][CH2:18][CH2:17][N:16]([CH2:23][C:24]([O:26]C(C)(C)C)=[O:25])[CH2:15][CH2:14][CH2:13][N:12]([CH2:31][C:32]2[CH:37]=[CH:36][C:35]([NH2:38])=[CH:34][CH:33]=2)[CH2:11][CH2:10]1)([O:3]C(C)(C)C)=[O:2].[C:39](Cl)(Cl)=[S:40]. The catalyst is Cl.C(Cl)(Cl)Cl. The product is [C:1]([CH2:8][N:9]1[CH2:22][CH2:21][CH2:20][NH:19][CH2:18][CH2:17][N:16]([CH2:23][C:24]([OH:26])=[O:25])[CH2:15][CH2:14][CH2:13][N:12]([CH2:31][C:32]2[CH:33]=[CH:34][C:35]([N:38]=[C:39]=[S:40])=[CH:36][CH:37]=2)[CH2:11][CH2:10]1)([OH:3])=[O:2]. The yield is 0.980. (3) The reactants are [N:1]1([C:14]([O:16][C:17]([CH3:20])([CH3:19])[CH3:18])=[O:15])[CH2:5][C@@H:4]([C:6]([O:8]C)=[O:7])[CH2:3][C@H:2]1[C:10]([O:12][CH3:13])=[O:11].[OH-].[Na+].Cl. The catalyst is C1COCC1. The product is [C:17]([O:16][C:14]([N:1]1[C@H:2]([C:10]([O:12][CH3:13])=[O:11])[CH2:3][C@H:4]([C:6]([OH:8])=[O:7])[CH2:5]1)=[O:15])([CH3:20])([CH3:18])[CH3:19]. The yield is 0.700.